Dataset: Forward reaction prediction with 1.9M reactions from USPTO patents (1976-2016). Task: Predict the product of the given reaction. (1) The product is: [O:1]1[C:5]2[CH:6]=[CH:7][C:8]([C:10]3([C:13]([NH:15][C:16]4[CH:21]=[CH:20][CH:19]=[C:18]([N:22]([C:23]5[CH:28]=[CH:27][CH:26]=[CH:25][C:24]=5[O:29][CH3:30])[CH3:31])[N:17]=4)=[O:14])[CH2:12][CH2:11]3)=[CH:9][C:4]=2[O:3][CH2:2]1. Given the reactants [O:1]1[C:5]2[CH:6]=[CH:7][C:8]([C:10]3([C:13]([NH:15][C:16]4[CH:21]=[CH:20][CH:19]=[C:18]([NH:22][C:23]5[CH:28]=[CH:27][CH:26]=[CH:25][C:24]=5[O:29][CH3:30])[N:17]=4)=[O:14])[CH2:12][CH2:11]3)=[CH:9][C:4]=2[O:3][CH2:2]1.[CH3:31]OC1C=CC=CC=1NC.O1C2C=CC(C3(C(NC4C=CC=C(Br)N=4)=O)CC3)=CC=2OC1, predict the reaction product. (2) Given the reactants C([NH:9][C:10]([NH:12][C:13]1[S:14][C:15]2[C:21]([C:22]3[CH:27]=[CH:26][CH:25]=[CH:24][CH:23]=3)=[CH:20][CH:19]=[C:18]([O:28][CH3:29])[C:16]=2[N:17]=1)=[S:11])(=O)C1C=CC=CC=1.C1COCC1.C[O-].[Na+], predict the reaction product. The product is: [CH3:29][O:28][C:18]1[C:16]2[N:17]=[C:13]([NH:12][C:10]([NH2:9])=[S:11])[S:14][C:15]=2[C:21]([C:22]2[CH:27]=[CH:26][CH:25]=[CH:24][CH:23]=2)=[CH:20][CH:19]=1. (3) Given the reactants C([Li])CCC.[I:6]I.S([O-])([O-])(=O)=S.[Na+].[Na+].[F:15][C:16]1[CH:21]=[CH:20][CH:19]=[C:18]([F:22])[C:17]=1[F:23], predict the reaction product. The product is: [I:6][C:19]1[CH:20]=[CH:21][C:16]([F:15])=[C:17]([F:23])[C:18]=1[F:22]. (4) Given the reactants Cl.[Br:2][C:3]1[CH:4]=[C:5]([S:19][C:20]2[CH:29]=[CH:28][C:23]([C:24]([O:26]C)=[O:25])=[CH:22][CH:21]=2)[C:6]([NH:9][C:10]2[S:11][C:12]3[C:17]([N:18]=2)=[CH:16][CH:15]=[CH:14][N:13]=3)=[N:7][CH:8]=1.[OH-].[Na+], predict the reaction product. The product is: [Br:2][C:3]1[CH:4]=[C:5]([S:19][C:20]2[CH:29]=[CH:28][C:23]([C:24]([OH:26])=[O:25])=[CH:22][CH:21]=2)[C:6]([NH:9][C:10]2[S:11][C:12]3[C:17]([N:18]=2)=[CH:16][CH:15]=[CH:14][N:13]=3)=[N:7][CH:8]=1. (5) Given the reactants Br[C:2]1[C:14]([C:15]([CH3:18])([CH3:17])[CH3:16])=[CH:13][C:12]2[C:11]3[C:6](=[CH:7][C:8](Br)=[C:9]([C:19]([CH3:22])([CH3:21])[CH3:20])[CH:10]=3)[CH2:5][C:4]=2[CH:3]=1.P([C:33]([CH3:36])([CH3:35])[CH3:34])(C(C)(C)C)C(C)(C)C.P([O-])([O-])([O-])=O.[K+].[K+].[K+].[C:45]1([CH3:54])[CH:50]=[CH:49][CH:48]=[CH:47][C:46]=1B(O)O.Cl.O1C[CH2:59][CH2:58][CH2:57]1, predict the reaction product. The product is: [C:33]1([CH3:34])[CH:35]=[CH:59][C:58]([C:13]2[C:14]([C:15]([CH3:17])([CH3:18])[CH3:16])=[CH:2][C:3]3[C:7]4[C:6](=[CH:11][C:10]([C:48]5[CH:49]=[CH:50][C:45]([CH3:54])=[CH:46][CH:47]=5)=[C:9]([C:19]([CH3:21])([CH3:20])[CH3:22])[CH:8]=4)[CH2:5][C:4]=3[CH:12]=2)=[CH:57][CH:36]=1.